Regression. Given a peptide amino acid sequence and an MHC pseudo amino acid sequence, predict their binding affinity value. This is MHC class I binding data. From a dataset of Peptide-MHC class I binding affinity with 185,985 pairs from IEDB/IMGT. The peptide sequence is FPGCSFSIF. The MHC is HLA-B07:02 with pseudo-sequence HLA-B07:02. The binding affinity (normalized) is 0.728.